Predict the product of the given reaction. From a dataset of Forward reaction prediction with 1.9M reactions from USPTO patents (1976-2016). Given the reactants [O:1]1[C:5]2([CH2:9][CH2:8][NH:7][CH2:6]2)[O:4][CH2:3][CH2:2]1.[CH:10]12[O:16][CH:11]1[CH2:12][CH2:13][CH2:14][CH2:15]2, predict the reaction product. The product is: [O:1]1[C:5]2([CH2:9][CH2:8][N:7]([C@H:10]3[CH2:15][CH2:14][CH2:13][CH2:12][C@@H:11]3[OH:16])[CH2:6]2)[O:4][CH2:3][CH2:2]1.